From a dataset of Forward reaction prediction with 1.9M reactions from USPTO patents (1976-2016). Predict the product of the given reaction. Given the reactants CS(CC(O)=O)(=O)=O.ON1C2C=CC=CC=2N=N1.[ClH:19].C(N=C=NCCCN(C)C)C.[CH3:31][C:32]1[CH:33]=[C:34]([NH:51][C:52]2[C:53]3[N:60]([CH2:61][CH2:62][NH:63][C:64](=[O:70])[CH2:65][S:66]([CH3:69])(=[O:68])=[O:67])[CH:59]=[CH:58][C:54]=3[N:55]=[CH:56][N:57]=2)[CH:35]=[CH:36][C:37]=1[O:38][C:39]1[CH:44]=[CH:43][CH:42]=[C:41]([O:45][CH2:46][CH2:47][CH:48]([CH3:50])[CH3:49])[CH:40]=1.Cl.C(OCC)(=O)C, predict the reaction product. The product is: [ClH:19].[CH3:31][C:32]1[CH:33]=[C:34]([NH:51][C:52]2[C:53]3[N:60]([CH2:61][CH2:62][NH:63][C:64](=[O:70])[CH2:65][S:66]([CH3:69])(=[O:68])=[O:67])[CH:59]=[CH:58][C:54]=3[N:55]=[CH:56][N:57]=2)[CH:35]=[CH:36][C:37]=1[O:38][C:39]1[CH:44]=[CH:43][CH:42]=[C:41]([O:45][CH2:46][CH2:47][CH:48]([CH3:50])[CH3:49])[CH:40]=1.